Predict the reaction yield, written as a fraction of the theoretical maximum amount of product (1.0 means a 100% yield; for example, 0.34 means a 34% yield). From a dataset of Reaction yield outcomes from USPTO patents with 853,638 reactions. The reactants are [N+:1]([C:4]1[N:8]=[CH:7][N:6]([C:9]2[CH:16]=[CH:15][C:14](/[CH:17]=[CH:18]/[CH:19]([C:24]3[CH:29]=[C:28]([Cl:30])[C:27]([Cl:31])=[C:26]([Cl:32])[CH:25]=3)[C:20]([F:23])([F:22])[F:21])=[CH:13][C:10]=2[C:11]#[N:12])[N:5]=1)([O-])=O.[NH4+].[Cl-]. The catalyst is CO.[Zn]. The product is [NH2:1][C:4]1[N:8]=[CH:7][N:6]([C:9]2[CH:16]=[CH:15][C:14](/[CH:17]=[CH:18]/[CH:19]([C:24]3[CH:25]=[C:26]([Cl:32])[C:27]([Cl:31])=[C:28]([Cl:30])[CH:29]=3)[C:20]([F:21])([F:22])[F:23])=[CH:13][C:10]=2[C:11]#[N:12])[N:5]=1. The yield is 0.890.